The task is: Regression. Given two drug SMILES strings and cell line genomic features, predict the synergy score measuring deviation from expected non-interaction effect.. This data is from NCI-60 drug combinations with 297,098 pairs across 59 cell lines. (1) Drug 1: CC1C(C(=O)NC(C(=O)N2CCCC2C(=O)N(CC(=O)N(C(C(=O)O1)C(C)C)C)C)C(C)C)NC(=O)C3=C4C(=C(C=C3)C)OC5=C(C(=O)C(=C(C5=N4)C(=O)NC6C(OC(=O)C(N(C(=O)CN(C(=O)C7CCCN7C(=O)C(NC6=O)C(C)C)C)C)C(C)C)C)N)C. Drug 2: C1=NNC2=C1C(=O)NC=N2. Cell line: SF-539. Synergy scores: CSS=19.3, Synergy_ZIP=-3.62, Synergy_Bliss=-0.589, Synergy_Loewe=-33.0, Synergy_HSA=-0.501. (2) Drug 1: C1=C(C(=O)NC(=O)N1)N(CCCl)CCCl. Drug 2: C1=NC2=C(N=C(N=C2N1C3C(C(C(O3)CO)O)O)F)N. Cell line: OVCAR3. Synergy scores: CSS=4.57, Synergy_ZIP=-3.68, Synergy_Bliss=-3.49, Synergy_Loewe=-8.13, Synergy_HSA=-4.00. (3) Drug 1: CNC(=O)C1=CC=CC=C1SC2=CC3=C(C=C2)C(=NN3)C=CC4=CC=CC=N4. Drug 2: CC1=C(N=C(N=C1N)C(CC(=O)N)NCC(C(=O)N)N)C(=O)NC(C(C2=CN=CN2)OC3C(C(C(C(O3)CO)O)O)OC4C(C(C(C(O4)CO)O)OC(=O)N)O)C(=O)NC(C)C(C(C)C(=O)NC(C(C)O)C(=O)NCCC5=NC(=CS5)C6=NC(=CS6)C(=O)NCCC[S+](C)C)O. Cell line: ACHN. Synergy scores: CSS=8.86, Synergy_ZIP=-16.1, Synergy_Bliss=-23.2, Synergy_Loewe=-32.5, Synergy_HSA=-22.2. (4) Drug 1: C1=C(C(=O)NC(=O)N1)F. Drug 2: CC1=C(C(=CC=C1)Cl)NC(=O)C2=CN=C(S2)NC3=CC(=NC(=N3)C)N4CCN(CC4)CCO. Cell line: 786-0. Synergy scores: CSS=35.3, Synergy_ZIP=3.13, Synergy_Bliss=5.06, Synergy_Loewe=6.93, Synergy_HSA=7.08. (5) Drug 1: CC12CCC(CC1=CCC3C2CCC4(C3CC=C4C5=CN=CC=C5)C)O. Drug 2: C1C(C(OC1N2C=NC(=NC2=O)N)CO)O. Cell line: 786-0. Synergy scores: CSS=18.7, Synergy_ZIP=-0.721, Synergy_Bliss=3.82, Synergy_Loewe=2.36, Synergy_HSA=4.58. (6) Drug 1: COC1=C(C=C2C(=C1)N=CN=C2NC3=CC(=C(C=C3)F)Cl)OCCCN4CCOCC4. Drug 2: CC(C1=C(C=CC(=C1Cl)F)Cl)OC2=C(N=CC(=C2)C3=CN(N=C3)C4CCNCC4)N. Cell line: NCI-H522. Synergy scores: CSS=33.1, Synergy_ZIP=0.143, Synergy_Bliss=-1.00, Synergy_Loewe=-5.03, Synergy_HSA=-0.482. (7) Drug 1: CC1=C(C(CCC1)(C)C)C=CC(=CC=CC(=CC(=O)O)C)C. Synergy scores: CSS=3.57, Synergy_ZIP=-1.52, Synergy_Bliss=1.57, Synergy_Loewe=-0.264, Synergy_HSA=-0.775. Cell line: HCT116. Drug 2: COC1=NC(=NC2=C1N=CN2C3C(C(C(O3)CO)O)O)N. (8) Drug 1: CC1=C(C(=CC=C1)Cl)NC(=O)C2=CN=C(S2)NC3=CC(=NC(=N3)C)N4CCN(CC4)CCO. Drug 2: C1CN(CCN1C(=O)CCBr)C(=O)CCBr. Cell line: SNB-75. Synergy scores: CSS=24.4, Synergy_ZIP=-5.51, Synergy_Bliss=-5.54, Synergy_Loewe=-1.92, Synergy_HSA=-0.583. (9) Drug 1: CN(CCCl)CCCl.Cl. Drug 2: CC1C(C(CC(O1)OC2CC(CC3=C2C(=C4C(=C3O)C(=O)C5=CC=CC=C5C4=O)O)(C(=O)C)O)N)O. Cell line: UACC62. Synergy scores: CSS=65.6, Synergy_ZIP=-9.07, Synergy_Bliss=-4.94, Synergy_Loewe=-1.52, Synergy_HSA=-0.550. (10) Drug 1: CC1=C2C(C(=O)C3(C(CC4C(C3C(C(C2(C)C)(CC1OC(=O)C(C(C5=CC=CC=C5)NC(=O)C6=CC=CC=C6)O)O)OC(=O)C7=CC=CC=C7)(CO4)OC(=O)C)O)C)OC(=O)C. Drug 2: CC(C)(C#N)C1=CC(=CC(=C1)CN2C=NC=N2)C(C)(C)C#N. Cell line: SK-OV-3. Synergy scores: CSS=-3.70, Synergy_ZIP=2.53, Synergy_Bliss=2.23, Synergy_Loewe=-1.16, Synergy_HSA=-1.70.